From a dataset of Forward reaction prediction with 1.9M reactions from USPTO patents (1976-2016). Predict the product of the given reaction. Given the reactants [CH2:1]([O:3][C:4](=[O:28])[CH2:5][C:6]1[CH:11]=[C:10]([C:12]([F:15])([F:14])[F:13])[CH:9]=[C:8]([O:16][C:17]2[CH:22]=[CH:21][C:20]([N+:23]([O-:25])=[O:24])=[CH:19][C:18]=2[CH2:26]Br)[CH:7]=1)[CH3:2].[F:29][C:30]([F:34])([F:33])[CH2:31][SH:32], predict the reaction product. The product is: [CH2:1]([O:3][C:4](=[O:28])[CH2:5][C:6]1[CH:11]=[C:10]([C:12]([F:15])([F:14])[F:13])[CH:9]=[C:8]([O:16][C:17]2[CH:22]=[CH:21][C:20]([N+:23]([O-:25])=[O:24])=[CH:19][C:18]=2[CH2:26][S:32][CH2:31][C:30]([F:34])([F:33])[F:29])[CH:7]=1)[CH3:2].